This data is from Forward reaction prediction with 1.9M reactions from USPTO patents (1976-2016). The task is: Predict the product of the given reaction. Given the reactants [NH2:1][C:2](=[S:16])[CH2:3][C:4]1[CH:14]=[CH:13][C:7]([C:8]([O:10][CH2:11][CH3:12])=[O:9])=[CH:6][C:5]=1[F:15].Br[CH2:18][C:19]([C:21]1[CH:26]=[CH:25][CH:24]=[C:23]([C:27]([F:30])([F:29])[F:28])[CH:22]=1)=O, predict the reaction product. The product is: [F:15][C:5]1[CH:6]=[C:7]([CH:13]=[CH:14][C:4]=1[CH2:3][C:2]1[S:16][CH:18]=[C:19]([C:21]2[CH:26]=[CH:25][CH:24]=[C:23]([C:27]([F:28])([F:29])[F:30])[CH:22]=2)[N:1]=1)[C:8]([O:10][CH2:11][CH3:12])=[O:9].